From a dataset of NCI-60 drug combinations with 297,098 pairs across 59 cell lines. Regression. Given two drug SMILES strings and cell line genomic features, predict the synergy score measuring deviation from expected non-interaction effect. (1) Drug 1: C1CCC(CC1)NC(=O)N(CCCl)N=O. Drug 2: CC12CCC3C(C1CCC2O)C(CC4=C3C=CC(=C4)O)CCCCCCCCCS(=O)CCCC(C(F)(F)F)(F)F. Cell line: T-47D. Synergy scores: CSS=15.7, Synergy_ZIP=-6.97, Synergy_Bliss=-3.25, Synergy_Loewe=-1.57, Synergy_HSA=1.12. (2) Drug 1: CS(=O)(=O)C1=CC(=C(C=C1)C(=O)NC2=CC(=C(C=C2)Cl)C3=CC=CC=N3)Cl. Drug 2: CC1OCC2C(O1)C(C(C(O2)OC3C4COC(=O)C4C(C5=CC6=C(C=C35)OCO6)C7=CC(=C(C(=C7)OC)O)OC)O)O. Cell line: KM12. Synergy scores: CSS=39.9, Synergy_ZIP=2.04, Synergy_Bliss=2.11, Synergy_Loewe=5.92, Synergy_HSA=7.86. (3) Drug 1: C1CCN(CC1)CCOC2=CC=C(C=C2)C(=O)C3=C(SC4=C3C=CC(=C4)O)C5=CC=C(C=C5)O. Drug 2: C1CN(CCN1C(=O)CCBr)C(=O)CCBr. Cell line: HOP-62. Synergy scores: CSS=25.1, Synergy_ZIP=-2.44, Synergy_Bliss=3.80, Synergy_Loewe=0.139, Synergy_HSA=0.213. (4) Drug 1: CCC1=CC2CC(C3=C(CN(C2)C1)C4=CC=CC=C4N3)(C5=C(C=C6C(=C5)C78CCN9C7C(C=CC9)(C(C(C8N6C)(C(=O)OC)O)OC(=O)C)CC)OC)C(=O)OC.C(C(C(=O)O)O)(C(=O)O)O. Drug 2: C1CN(P(=O)(OC1)NCCCl)CCCl. Cell line: SF-539. Synergy scores: CSS=28.4, Synergy_ZIP=-0.0686, Synergy_Bliss=1.54, Synergy_Loewe=-55.6, Synergy_HSA=0.962.